Dataset: Reaction yield outcomes from USPTO patents with 853,638 reactions. Task: Predict the reaction yield, written as a fraction of the theoretical maximum amount of product (1.0 means a 100% yield; for example, 0.34 means a 34% yield). The reactants are [CH:1]([O:4][C:5]1[CH:32]=[CH:31][C:8]([C:9]([N:11]2[CH2:16][CH2:15][C:14]3([O:21][C:20]4[CH:22]=[CH:23][CH:24]=[CH:25][C:19]=4[N:18]4[C:26]([C:29]#[N:30])=[CH:27][CH:28]=[C:17]34)[CH2:13][CH2:12]2)=[O:10])=[CH:7][C:6]=1[CH3:33])([CH3:3])[CH3:2].[BH4-].[Na+].Cl. The catalyst is CO.Cl[Co]Cl. The product is [NH2:30][CH2:29][C:26]1[N:18]2[C:19]3[CH:25]=[CH:24][CH:23]=[CH:22][C:20]=3[O:21][C:14]3([CH2:15][CH2:16][N:11]([C:9]([C:8]4[CH:31]=[CH:32][C:5]([O:4][CH:1]([CH3:2])[CH3:3])=[C:6]([CH3:33])[CH:7]=4)=[O:10])[CH2:12][CH2:13]3)[C:17]2=[CH:28][CH:27]=1. The yield is 0.670.